Dataset: Full USPTO retrosynthesis dataset with 1.9M reactions from patents (1976-2016). Task: Predict the reactants needed to synthesize the given product. (1) Given the product [CH2:1]([O:3][C:4]([N:6]1[C:15]2[C:10](=[N:11][C:12]([O:16][CH3:17])=[CH:13][CH:14]=2)[C@@H:9]([NH:18][CH:19]([C:34]2[N:35]=[CH:36][C:37]([NH:40][C:41](=[O:54])[CH2:42][NH2:43])=[CH:38][N:39]=2)[C:20]2[CH:25]=[C:24]([C:26]([F:28])([F:29])[F:27])[CH:23]=[C:22]([C:30]([F:31])([F:32])[F:33])[CH:21]=2)[CH2:8][C@H:7]1[CH2:55][CH3:56])=[O:5])[CH3:2], predict the reactants needed to synthesize it. The reactants are: [CH2:1]([O:3][C:4]([N:6]1[C:15]2[C:10](=[N:11][C:12]([O:16][CH3:17])=[CH:13][CH:14]=2)[C@@H:9]([NH:18][CH:19]([C:34]2[N:39]=[CH:38][C:37]([NH:40][C:41](=[O:54])[CH2:42][NH:43]C(OCC3C=CC=CC=3)=O)=[CH:36][N:35]=2)[C:20]2[CH:25]=[C:24]([C:26]([F:29])([F:28])[F:27])[CH:23]=[C:22]([C:30]([F:33])([F:32])[F:31])[CH:21]=2)[CH2:8][C@H:7]1[CH2:55][CH3:56])=[O:5])[CH3:2]. (2) The reactants are: C([O:3][C:4](=[O:24])[C:5]1[CH:10]=[CH:9][C:8]([NH:11][C:12]2[N:17]=[C:16]([C:18]3[CH:19]=[N:20][CH:21]=[CH:22][CH:23]=3)[CH:15]=[CH:14][N:13]=2)=[CH:7][CH:6]=1)C.[OH-].[Na+].O.Cl. Given the product [N:20]1[CH:21]=[CH:22][CH:23]=[C:18]([C:16]2[CH:15]=[CH:14][N:13]=[C:12]([NH:11][C:8]3[CH:9]=[CH:10][C:5]([C:4]([OH:24])=[O:3])=[CH:6][CH:7]=3)[N:17]=2)[CH:19]=1, predict the reactants needed to synthesize it. (3) Given the product [OH:10][C@H:11]([CH2:12][CH:13]([CH3:15])[CH3:14])[C:16]([O:18][CH3:19])=[O:17], predict the reactants needed to synthesize it. The reactants are: [N+](C1C=CC(C([O:10][C@@H:11]([C:16]([O:18][CH3:19])=[O:17])[CH2:12][CH:13]([CH3:15])[CH3:14])=O)=CC=1)([O-])=O.C[O-].[Na+].C([O-])(=O)C.[NH4+]. (4) Given the product [CH2:13]([C:19]1[CH:20]=[C:21]2[C:26](=[CH:27][CH:28]=1)[C:25]([C:29]([NH:32][C:33]1[CH:34]=[C:35]([CH:44]=[CH:45][CH:46]=1)[O:36][CH2:37][C:38]([O:40][CH:41]([CH3:42])[CH3:43])=[O:39])=[O:31])=[CH:24][CH:23]=[CH:22]2)[CH2:14][CH2:15][CH2:16][CH2:17][CH3:18], predict the reactants needed to synthesize it. The reactants are: Cl.C(N=C=NCCCN(C)C)C.[CH2:13]([C:19]1[CH:20]=[C:21]2[C:26](=[CH:27][CH:28]=1)[C:25]([C:29]([OH:31])=O)=[CH:24][CH:23]=[CH:22]2)[CH2:14][CH2:15][CH2:16][CH2:17][CH3:18].[NH2:32][C:33]1[CH:34]=[C:35]([CH:44]=[CH:45][CH:46]=1)[O:36][CH2:37][C:38]([O:40][CH:41]([CH3:43])[CH3:42])=[O:39]. (5) Given the product [CH2:28]([O:27][C:20]1[CH:19]=[C:18]([C:16](=[O:17])[CH2:15][CH2:14][C:13]([NH:12][C:8]2[CH:7]=[C:6]([C:31]3[CH:36]=[CH:35][CH:34]=[CH:33][CH:32]=3)[C:5]3[C:10](=[CH:11][C:38](/[CH:37]=[CH:39]/[C:40]([O:42][C:43]([CH3:46])([CH3:45])[CH3:44])=[O:41])=[CH:3][CH:4]=3)[N:9]=2)=[O:30])[CH:23]=[CH:22][C:21]=1[O:24][CH2:25][CH3:26])[CH3:29], predict the reactants needed to synthesize it. The reactants are: BrC1[CH:11]=[C:10]2[C:5]([C:6]([C:31]3[CH:36]=[CH:35][CH:34]=[CH:33][CH:32]=3)=[CH:7][C:8]([NH:12][C:13](=[O:30])[CH2:14][CH2:15][C:16]([C:18]3[CH:23]=[CH:22][C:21]([O:24][CH2:25][CH3:26])=[C:20]([O:27][CH2:28][CH3:29])[CH:19]=3)=[O:17])=[N:9]2)=[CH:4][CH:3]=1.[CH:37]([CH2:39][C:40]([O:42][C:43]([CH3:46])([CH3:45])[CH3:44])=[O:41])=[CH2:38].C1(P(C2C=CC=CC=2)C2C=CC=CC=2)C=CC=CC=1.C(N(CC)CC)C. (6) Given the product [Br:1][C:2]1[CH:14]=[CH:13][C:12]([C:15](=[O:16])[NH2:25])=[C:11]2[C:3]=1[C:4]1[CH:5]([CH3:23])[CH2:6][CH:7]([C:18]([O:20][CH2:21][CH3:22])=[O:19])[CH2:8][C:9]=1[NH:10]2, predict the reactants needed to synthesize it. The reactants are: [Br:1][C:2]1[CH:14]=[CH:13][C:12]([C:15](O)=[O:16])=[C:11]2[C:3]=1[C:4]1[CH:5]([CH3:23])[CH2:6][CH:7]([C:18]([O:20][CH2:21][CH3:22])=[O:19])[CH2:8][C:9]=1[NH:10]2.O[N:25]1C2N=CC=CC=2N=N1.C(Cl)CCl. (7) Given the product [NH:37]1[C:38]2[C:34](=[C:33]([C:2]3[N:3]=[C:4]([N:15]4[CH2:20][CH2:19][O:18][CH2:17][CH2:16]4)[C:5]4[S:10][C:9]([CH2:11][N:12]([CH3:13])[C:21](=[O:23])[CH3:22])=[C:8]([CH3:14])[C:6]=4[N:7]=3)[CH:41]=[CH:40][CH:39]=2)[CH:35]=[N:36]1, predict the reactants needed to synthesize it. The reactants are: Cl[C:2]1[N:3]=[C:4]([N:15]2[CH2:20][CH2:19][O:18][CH2:17][CH2:16]2)[C:5]2[S:10][C:9]([CH2:11][NH:12][CH3:13])=[C:8]([CH3:14])[C:6]=2[N:7]=1.[C:21](Cl)(=[O:23])[CH3:22].CC1(C)C(C)(C)OB([C:33]2[CH:41]=[CH:40][CH:39]=[C:38]3[C:34]=2[CH:35]=[N:36][NH:37]3)O1. (8) The reactants are: [N+:1]([C:4]1[CH:9]=[CH:8][CH:7]=[CH:6][C:5]=1Cl)([O-:3])=[O:2].[NH:11]1[CH2:16][CH2:15][O:14][CH2:13][CH2:12]1.CC([O-])(C)C.[Na+].C(Cl)(Cl)Cl. Given the product [N+:1]([C:4]1[CH:9]=[CH:8][CH:7]=[CH:6][C:5]=1[N:11]1[CH2:16][CH2:15][O:14][CH2:13][CH2:12]1)([O-:3])=[O:2], predict the reactants needed to synthesize it. (9) Given the product [CH3:17][C@@H:18]([CH2:19][CH3:20])[CH2:21][O:1][C:2]1[CH:11]=[C:6]([C:7]([O:9][CH3:10])=[O:8])[CH:5]=[C:4]([CH:3]=1)[C:12]([O:14][CH3:15])=[O:13], predict the reactants needed to synthesize it. The reactants are: [OH:1][C:2]1[CH:3]=[C:4]([C:12]([O:14][CH3:15])=[O:13])[CH:5]=[C:6]([CH:11]=1)[C:7]([O:9][CH3:10])=[O:8].Br[CH2:17][C@@H:18]([CH3:21])[CH2:19][CH3:20].C([O-])([O-])=O.[K+].[K+].CCCCCC. (10) Given the product [F:20][C:14]1[C:15]([OH:19])=[CH:16][CH:17]=[CH:18][C:13]=1[C:11]([C:10]1[C:4]2[C:5](=[N:6][CH:7]=[C:2]([C:33]3[CH:38]=[CH:37][CH:36]=[CH:35][CH:34]=3)[CH:3]=2)[NH:8][CH:9]=1)=[O:12], predict the reactants needed to synthesize it. The reactants are: Br[C:2]1[CH:3]=[C:4]2[C:10]([C:11]([C:13]3[CH:18]=[CH:17][CH:16]=[C:15]([OH:19])[C:14]=3[F:20])=[O:12])=[CH:9][NH:8][C:5]2=[N:6][CH:7]=1.BrC1C=C2C(C([C:33]3[CH:38]=[CH:37][CH:36]=[C:35](O)[C:34]=3C)=O)=CNC2=NC=1.C1(B(O)O)C=CC=CC=1.B(O)O.